This data is from Full USPTO retrosynthesis dataset with 1.9M reactions from patents (1976-2016). The task is: Predict the reactants needed to synthesize the given product. (1) Given the product [ClH:12].[N:1]1[CH:6]=[CH:5][CH:4]=[C:3]([S:7]([Cl:19])(=[O:10])=[O:8])[CH:2]=1, predict the reactants needed to synthesize it. The reactants are: [N:1]1[CH:6]=[CH:5][CH:4]=[C:3]([S:7]([OH:10])(=O)=[O:8])[CH:2]=1.P(Cl)(Cl)(Cl)(Cl)[Cl:12].P(Cl)(Cl)([Cl:19])=O.Cl. (2) Given the product [CH2:1]([O:4][C:5]1[CH:14]=[C:13]([O:15][CH3:16])[CH:12]=[CH:11][C:6]=1[C:7]([OH:9])=[O:8])[CH:2]=[CH2:3], predict the reactants needed to synthesize it. The reactants are: [CH2:1]([O:4][C:5]1[CH:14]=[C:13]([O:15][CH3:16])[CH:12]=[CH:11][C:6]=1[C:7]([O:9]C)=[O:8])[CH:2]=[CH2:3].[OH-].[K+]. (3) Given the product [O:33]=[C:18]1[C:17]2[C:22](=[C:13]([NH:12][S:8]([C:4]3[CH:3]=[N:2][CH:7]=[CH:6][CH:5]=3)(=[O:10])=[O:9])[CH:14]=[CH:15][CH:16]=2)[O:21][C:20]([C:23]2[CH:28]=[CH:27][CH:26]=[CH:25][C:24]=2[C:29]([F:32])([F:30])[F:31])=[CH:19]1, predict the reactants needed to synthesize it. The reactants are: Cl.[N:2]1[CH:7]=[CH:6][CH:5]=[C:4]([S:8](Cl)(=[O:10])=[O:9])[CH:3]=1.[NH2:12][C:13]1[CH:14]=[CH:15][CH:16]=[C:17]2[C:22]=1[O:21][C:20]([C:23]1[CH:28]=[CH:27][CH:26]=[CH:25][C:24]=1[C:29]([F:32])([F:31])[F:30])=[CH:19][C:18]2=[O:33]. (4) Given the product [F:24][C:21]1[CH:22]=[CH:23][C:18]([CH:17]([C:25]2[CH:26]=[CH:27][C:28]([F:31])=[CH:29][CH:30]=2)[C:14]2[S:13][C:12]([C:10]([NH:9][C@@H:5]([CH2:4][CH2:3][CH2:2][NH:1][C:43](=[NH:46])[CH3:44])[C:6]([OH:8])=[O:7])=[O:11])=[CH:16][CH:15]=2)=[CH:19][CH:20]=1.[C:32]([OH:38])([C:34]([F:37])([F:36])[F:35])=[O:33], predict the reactants needed to synthesize it. The reactants are: [NH2:1][CH2:2][CH2:3][CH2:4][C@H:5]([NH:9][C:10]([C:12]1[S:13][C:14]([CH:17]([C:25]2[CH:30]=[CH:29][C:28]([F:31])=[CH:27][CH:26]=2)[C:18]2[CH:23]=[CH:22][C:21]([F:24])=[CH:20][CH:19]=2)=[CH:15][CH:16]=1)=[O:11])[C:6]([OH:8])=[O:7].[C:32]([OH:38])([C:34]([F:37])([F:36])[F:35])=[O:33].C(O)C.Cl.[C:43](=[NH:46])(O)[CH3:44].